From a dataset of Full USPTO retrosynthesis dataset with 1.9M reactions from patents (1976-2016). Predict the reactants needed to synthesize the given product. (1) Given the product [NH2:7][C:8]1[C:17]2[C:12](=[CH:13][CH:14]=[CH:15][CH:16]=2)[C:11]([O:18][C:19]2[CH:24]=[CH:23][N:22]=[C:21]([NH:25][C:26]3[CH:31]=[C:30]([CH:29]=[C:28]([O:45][CH3:46])[CH:27]=3)[C:32]([NH:33][CH2:34][CH2:35][O:36][CH2:37][CH2:38][O:39][CH2:40][CH2:41][O:42][CH3:43])=[O:44])[CH:20]=2)=[CH:10][CH:9]=1, predict the reactants needed to synthesize it. The reactants are: C(OC(=O)[NH:7][C:8]1[C:17]2[C:12](=[CH:13][CH:14]=[CH:15][CH:16]=2)[C:11]([O:18][C:19]2[CH:24]=[CH:23][N:22]=[C:21]([NH:25][C:26]3[CH:31]=[C:30]([C:32](=[O:44])[NH:33][CH2:34][CH2:35][O:36][CH2:37][CH2:38][O:39][CH2:40][CH2:41][O:42][CH3:43])[CH:29]=[C:28]([O:45][CH3:46])[CH:27]=3)[CH:20]=2)=[CH:10][CH:9]=1)(C)(C)C.C(O)(C(F)(F)F)=O.C([O-])(O)=O.[Na+]. (2) Given the product [C:12]([CH2:13][NH:14][C:1](=[O:9])[C@@H:2]([OH:3])[CH2:4][CH:5]([CH3:6])[CH3:7])#[N:11], predict the reactants needed to synthesize it. The reactants are: [C:1]([OH:9])(=O)[C@H:2]([CH2:4][CH:5]([CH3:7])[CH3:6])[OH:3].Cl.[NH2:11][CH2:12][C:13]#[N:14].C(N(CC)CC)C.C([O-])(O)=O.[Na+]. (3) The reactants are: [NH2:1][C:2]1[CH:3]=[CH:4][C:5]([CH3:20])=[C:6]([CH:19]=1)[C:7]([NH:9][C:10]1[CH:11]=[C:12]2[N:18]=[CH:17][NH:16][C:13]2=[N:14][CH:15]=1)=[O:8].N1C=CC=CC=1.[C:27](Cl)(=[O:34])[C:28]1[CH:33]=[CH:32][CH:31]=[CH:30][CH:29]=1. Given the product [C:27]([NH:1][C:2]1[CH:3]=[CH:4][C:5]([CH3:20])=[C:6]([CH:19]=1)[C:7]([NH:9][C:10]1[CH:11]=[C:12]2[N:18]=[CH:17][NH:16][C:13]2=[N:14][CH:15]=1)=[O:8])(=[O:34])[C:28]1[CH:33]=[CH:32][CH:31]=[CH:30][CH:29]=1, predict the reactants needed to synthesize it. (4) Given the product [CH3:3][O:4][C:5]1[CH:21]=[C:20]([O:22][CH3:23])[CH:19]=[CH:18][C:6]=1[CH2:7][N:8]1[C:12](=[O:13])[CH2:11][C:10]([CH3:24])([C:14]([O:16][CH3:17])=[O:15])[CH2:9]1, predict the reactants needed to synthesize it. The reactants are: [H-].[Na+].[CH3:3][O:4][C:5]1[CH:21]=[C:20]([O:22][CH3:23])[CH:19]=[CH:18][C:6]=1[CH2:7][N:8]1[C:12](=[O:13])[CH2:11][CH:10]([C:14]([O:16][CH3:17])=[O:15])[CH2:9]1.[CH3:24]I. (5) Given the product [CH:13]1([C:18]([C:8]2[O:9][C:5]3[C:4]([F:12])=[CH:3][C:2]([F:1])=[CH:11][C:6]=3[C:7]=2[CH3:10])=[O:19])[CH2:17][CH2:16][CH2:15][CH2:14]1, predict the reactants needed to synthesize it. The reactants are: [F:1][C:2]1[CH:3]=[C:4]([F:12])[C:5]2[O:9][CH:8]=[C:7]([CH3:10])[C:6]=2[CH:11]=1.[CH:13]1([C:18](Cl)=[O:19])[CH2:17][CH2:16][CH2:15][CH2:14]1.[Cl-].[Al+3].[Cl-].[Cl-].O. (6) Given the product [CH3:30][CH:14]1[CH2:15][C:4]2[CH:5]=[C:6]([O:8][C:9]([F:10])([F:11])[F:12])[CH:7]=[CH:2][C:3]=2[O:13]1, predict the reactants needed to synthesize it. The reactants are: I[C:2]1[CH:7]=[C:6]([O:8][C:9]([F:12])([F:11])[F:10])[CH:5]=[CH:4][C:3]=1[O:13][CH:14](OS(C1C=CC(C)=CC=1)(=O)=O)[CH2:15]C.[Mg].Br[CH2:30]CBr. (7) Given the product [F:12][C:13]1[C:34]([NH:35][S:36]([CH2:39][CH2:40][CH3:41])(=[O:37])=[O:38])=[CH:33][CH:32]=[C:31]([F:42])[C:14]=1[C:15]([NH:17][C:18]1[CH:19]=[C:20]2[C:26]([C:27]([NH:1][C:2]3[CH:7]=[CH:6][CH:5]=[CH:4][CH:3]=3)=[O:28])=[CH:25][NH:24][C:21]2=[N:22][CH:23]=1)=[O:16], predict the reactants needed to synthesize it. The reactants are: [NH2:1][C:2]1[CH:7]=[CH:6][CH:5]=[CH:4][CH:3]=1.C[Al](C)C.[F:12][C:13]1[C:34]([NH:35][S:36]([CH2:39][CH2:40][CH3:41])(=[O:38])=[O:37])=[CH:33][CH:32]=[C:31]([F:42])[C:14]=1[C:15]([NH:17][C:18]1[CH:19]=[C:20]2[C:26]([C:27](OC)=[O:28])=[CH:25][NH:24][C:21]2=[N:22][CH:23]=1)=[O:16]. (8) Given the product [C:14]([O:13][C:11]([N:8]1[CH2:9][CH2:10][CH:5]([C:1](=[O:4])[CH:2]([CH3:3])[C:20](=[O:23])[O:21][CH3:22])[CH2:6][CH2:7]1)=[O:12])([CH3:17])([CH3:16])[CH3:15], predict the reactants needed to synthesize it. The reactants are: [C:1]([CH:5]1[CH2:10][CH2:9][N:8]([C:11]([O:13][C:14]([CH3:17])([CH3:16])[CH3:15])=[O:12])[CH2:7][CH2:6]1)(=[O:4])[CH2:2][CH3:3].CO[C:20](=[O:23])[O:21][CH3:22].CC(C)([O-])C.[K+]. (9) Given the product [Br:14][C:15]1[C:16]([CH:17]([OH:18])[C:10]2[C:9]3[C:8](=[O:11])[CH2:7][C:6]([CH3:13])([CH3:12])[CH2:5][C:4]=3[NH:3][C:2]=2[CH3:1])=[CH:19][CH:20]=[CH:21][N:22]=1, predict the reactants needed to synthesize it. The reactants are: [CH3:1][C:2]1[NH:3][C:4]2[CH2:5][C:6]([CH3:13])([CH3:12])[CH2:7][C:8](=[O:11])[C:9]=2[CH:10]=1.[Br:14][C:15]1[N:22]=[CH:21][CH:20]=[CH:19][C:16]=1[CH:17]=[O:18].[OH-].[Na+].